From a dataset of Catalyst prediction with 721,799 reactions and 888 catalyst types from USPTO. Predict which catalyst facilitates the given reaction. (1) Reactant: CCN=C=NCCCN(C)C.Cl.[CH2:13]1[O:24][CH:16]([C:17]2[CH:22]=[CH:21][CH:20]=[C:19]([NH2:23])[CH:18]=2)[O:15][CH2:14]1.[CH3:25][C:26]1[CH:27]=[N:28][CH:29]=[C:30]([CH:34]=1)[C:31](O)=[O:32].C1C=CC2N(O)N=NC=2C=1.CCN(C(C)C)C(C)C. Product: [O:24]1[CH2:13][CH2:14][O:15][CH:16]1[C:17]1[CH:18]=[C:19]([NH:23][C:31](=[O:32])[C:30]2[CH:34]=[C:26]([CH3:25])[CH:27]=[N:28][CH:29]=2)[CH:20]=[CH:21][CH:22]=1. The catalyst class is: 64. (2) Reactant: [F:1][C:2]1[CH:7]=[C:6]([I:8])[CH:5]=[CH:4][C:3]=1[NH:9][C:10]1[C:15]([C:16](O)=[O:17])=[CH:14][N:13]=[C:12]2[N:19]([CH2:22][C:23]3[CH:28]=[CH:27][C:26]([O:29][CH3:30])=[CH:25][CH:24]=3)[N:20]=[CH:21][C:11]=12.C1C=CC2N(O)N=NC=2C=1.CCN=C=NCCCN(C)C.Cl.[NH2:53][O:54][C:55]([CH3:59])([CH3:58])[CH2:56][OH:57].CCN(C(C)C)C(C)C. Product: [OH:57][CH2:56][C:55]([CH3:59])([CH3:58])[O:54][NH:53][C:16]([C:15]1[C:10]([NH:9][C:3]2[CH:4]=[CH:5][C:6]([I:8])=[CH:7][C:2]=2[F:1])=[C:11]2[CH:21]=[N:20][N:19]([CH2:22][C:23]3[CH:24]=[CH:25][C:26]([O:29][CH3:30])=[CH:27][CH:28]=3)[C:12]2=[N:13][CH:14]=1)=[O:17]. The catalyst class is: 18. (3) Reactant: C([O:8][C:9]1[C:10]([Cl:35])=[CH:11][C:12]([Cl:34])=[C:13]([C:15]2[N:23]=[C:22]([Cl:24])[N:21]=[C:20]3[C:16]=2[N:17]=[CH:18][N:19]3[CH2:25][C:26]2[CH:31]=[CH:30][C:29]([O:32][CH3:33])=[CH:28][CH:27]=2)[CH:14]=1)C1C=CC=CC=1.B(Cl)(Cl)Cl. Product: [Cl:35][C:10]1[CH:11]=[C:12]([Cl:34])[C:13]([C:15]2[N:23]=[C:22]([Cl:24])[N:21]=[C:20]3[C:16]=2[N:17]=[CH:18][N:19]3[CH2:25][C:26]2[CH:27]=[CH:28][C:29]([O:32][CH3:33])=[CH:30][CH:31]=2)=[CH:14][C:9]=1[OH:8]. The catalyst class is: 4. (4) Reactant: C(OC(=O)[NH:7][C@@H:8]1[C:17]2[C:12](=[CH:13][CH:14]=[CH:15][CH:16]=2)[C@H:11]([O:18][CH2:19][C:20]2[CH:25]=[CH:24][N:23]=[C:22]([NH:26][C:27](=[O:31])[CH2:28][O:29][CH3:30])[CH:21]=2)[CH2:10][CH2:9]1)(C)(C)C. Product: [NH2:7][C@@H:8]1[C:17]2[C:12](=[CH:13][CH:14]=[CH:15][CH:16]=2)[C@H:11]([O:18][CH2:19][C:20]2[CH:25]=[CH:24][N:23]=[C:22]([NH:26][C:27](=[O:31])[CH2:28][O:29][CH3:30])[CH:21]=2)[CH2:10][CH2:9]1. The catalyst class is: 557. (5) Reactant: C([O:3][C:4]([C:6]1[N:7]([CH3:22])[N:8]=[C:9]([C:11]2[CH:16]=[CH:15][C:14]([O:17][C:18]([F:21])([F:20])[F:19])=[CH:13][CH:12]=2)[CH:10]=1)=O)C.[H-].[Al+3].[Li+].[H-].[H-].[H-].O.[OH-].[Na+]. Product: [CH3:22][N:7]1[C:6]([CH2:4][OH:3])=[CH:10][C:9]([C:11]2[CH:12]=[CH:13][C:14]([O:17][C:18]([F:19])([F:20])[F:21])=[CH:15][CH:16]=2)=[N:8]1. The catalyst class is: 27. (6) Reactant: C([O:3][C:4]([C:6]1[CH:7]=[N:8][N:9]([C:11]2[NH:20][C:19](=[O:21])[C:18]3[C:13](=[CH:14][CH:15]=[C:16]([O:22][C:23]4[C:32]5[C:27](=[CH:28][CH:29]=[CH:30][CH:31]=5)[CH:26]=[CH:25][CH:24]=4)[CH:17]=3)[N:12]=2)[CH:10]=1)=[O:5])C.[OH-].[K+]. Product: [C:23]1([O:22][C:16]2[CH:17]=[C:18]3[C:13](=[CH:14][CH:15]=2)[N:12]=[C:11]([N:9]2[CH:10]=[C:6]([C:4]([OH:5])=[O:3])[CH:7]=[N:8]2)[NH:20][C:19]3=[O:21])[C:32]2[C:27](=[CH:28][CH:29]=[CH:30][CH:31]=2)[CH:26]=[CH:25][CH:24]=1. The catalyst class is: 1. (7) Product: [Cl:1][C:2]1[CH:3]=[C:4]([C:12]2[NH:13][C:14]3[C:19]([CH:20]=2)=[C:18]([F:21])[CH:17]=[CH:16][CH:15]=3)[C:5]([CH:8]=[O:11])=[CH:6][N:7]=1. The catalyst class is: 20. Reactant: [Cl:1][C:2]1[N:7]=[CH:6][C:5]([CH:8]([OH:11])CO)=[C:4]([C:12]2[NH:13][C:14]3[C:19]([CH:20]=2)=[C:18]([F:21])[CH:17]=[CH:16][CH:15]=3)[CH:3]=1.[O-]S([O-])=O.[Na+].[Na+].O. (8) Reactant: CN(C)C(=O)[O:4][CH:5]([C:12]1[N:13]([CH3:33])[C:14]([C:23]2[S:24][C:25]3[N:26]=[CH:27][N:28]=[C:29]([NH2:32])[C:30]=3[N:31]=2)=[C:15]([C:17]2[CH:22]=[CH:21][CH:20]=[CH:19][CH:18]=2)[N:16]=1)[C:6]1[CH:11]=[CH:10][CH:9]=[CH:8][CH:7]=1.C(O)(C(F)(F)F)=O.O. Product: [NH2:32][C:29]1[C:30]2[N:31]=[C:23]([C:14]3[N:13]([CH3:33])[C:12]([CH:5]([C:6]4[CH:11]=[CH:10][CH:9]=[CH:8][CH:7]=4)[OH:4])=[N:16][C:15]=3[C:17]3[CH:22]=[CH:21][CH:20]=[CH:19][CH:18]=3)[S:24][C:25]=2[N:26]=[CH:27][N:28]=1. The catalyst class is: 49. (9) Reactant: [H-].[Na+].[CH:3]1([CH2:6][OH:7])[CH2:5][CH2:4]1.C[O:9][C:10]([C:12]1[CH:17]=[CH:16][C:15]([N:18]2[CH2:21][C:20]([F:23])([F:22])[CH2:19]2)=[C:14](Cl)[N:13]=1)=[O:11]. Product: [CH:3]1([CH2:6][O:7][C:14]2[N:13]=[C:12]([C:10]([OH:11])=[O:9])[CH:17]=[CH:16][C:15]=2[N:18]2[CH2:21][C:20]([F:23])([F:22])[CH2:19]2)[CH2:5][CH2:4]1. The catalyst class is: 3.